The task is: Binary Classification. Given a miRNA mature sequence and a target amino acid sequence, predict their likelihood of interaction.. This data is from Experimentally validated miRNA-target interactions with 360,000+ pairs, plus equal number of negative samples. (1) The miRNA is dme-miR-34-5p with sequence UGGCAGUGUGGUUAGCUGGUUGUG. The protein sequence of the target gene is MAYNDTDRNQTEKLLKRVRELEQEVQRLKKEQAKNKEDSNIRENSAGAGKTKRAFDFSAHGRRHVALRIAYMGWGYQGFASQENTNNTIEEKLFEALTKTRLVESRQTSNYHRCGRTDKGVSAFGQVISLDLRSQFPRGRDSEDFNVKEEANAAAEEIRYTHILNRVLPPDIRILAWAPVEPSFSARFSCLERTYRYFFPRADLDIVTMDYAAQKYVGTHDFRNLCKMDVANGVINFQRTILSAQVQLVGQSPGEGRWQEPFQLCQFEVTGQAFLYHQVRCMMAILFLIGQGMEKPEIID.... Result: 0 (no interaction). (2) The protein sequence of the target gene is MAPRSVLETIQSVLQKNMVREFLAEFLSTYVMMVFGLGSVAHMVLGENSGSYLGVNLGFGFGVTMGVHVAGGISGAHMNAAVTFTNCALGRMTWKKFPVYVLGQFLGSFSAAATTYLIFYGAINHFAGGDLLVTGSKATANIFATYLPEYMTLWRGFLDEAFVTGMLQLCLFAITDKKNSPALQGTEPLVIGILVTVLGVSLGMNSGYAINPSRDLPPRLFTFIAGWGKQVFRAGNNWWWVPVVAPLLGAYLGGIVYLGLIHPSIPQDPQRLENFTARDQKVTASYKNAASANISGSVPL.... Result: 0 (no interaction). The miRNA is hsa-miR-126-5p with sequence CAUUAUUACUUUUGGUACGCG. (3) The miRNA is hsa-miR-605-5p with sequence UAAAUCCCAUGGUGCCUUCUCCU. The protein sequence of the target gene is MAAAAVDSAMEVVPALAEEAAPEVAGLSCLVNLPGEVLEYILCCGSLTAADIGRVSSTCRRLRELCQSSGKVWKEQFRVRWPSLMKHYSPTDYVNWLEEYKVRQKAGLEARKIVASFSKRFFSEHVPCNGFSDIENLEGPEIFFEDELVCILNMEGRKALTWKYYAKKILYYLRQQKILNNLKAFLQQPDDYESYLEGAVYIDQYCNPLSDISLKDIQAQIDSIVELVCKTLRGINSRHPSLAFKAGESSMIMEIELQSQVLDAMNYVLYDQLKFKGNRMDYYNALNLYMHQVLIRRTGI.... Result: 1 (interaction). (4) The miRNA is hsa-miR-4794 with sequence UCUGGCUAUCUCACGAGACUGU. The protein sequence of the target gene is MALCYGTFWGYPKMLEAANLMEGLVDIGPWVTLPRGQPEVLEWGLPKDQDSVAFEDVAVNFTHEEWALLGPSQKNLYRDVMRETIRNLNCIGMKWENQNIDDQHQNLRRNPRCDVVERFGKSKDGSQCGETLSQIRNSIVNKNTPARVDACGSSVNGEVIMGHSSLNCYIRVDTGHKHRECHEYAEKSYTHKQCGKGLSYRHSFQTCERPHTGKKPYDCKECGKTFSSPGNLRRHMVVKGGDGPYKCELCGKAFFWPSLLRMHERTHTGEKPYECKQCSKAFPVYSSYLRHEKIHTGEKP.... Result: 1 (interaction). (5) The miRNA is mmu-miR-21a-3p with sequence CAACAGCAGUCGAUGGGCUGUC. The protein sequence of the target gene is MKPGSDDFLPPPECPVFEPSWAEFRDPLGYIAKIRPIAEKSGICKIRPPADWQPPFAVEVDNFRFTPRIQRLNELEAQTRVKLNYLDQIAKFWEIQGSSLKIPNVERKILDLYSLNKIVMEEGGYEAICKDRRWARVAQRLNYPSGKNIGSLLRSHYERIIYPYEIFQSGANLVQCNTDPFDSEERDKEYKPHSIPLRQSVQPSKFSCYSRRGKRLQPEPEPTEEDIEKNPELKKLQIYGAGPKMIGLGLKAKEKTLRKKDSKQPDKEEVTCPATIVVKGEASEFGKVTSAFSDKNLNHS.... Result: 0 (no interaction). (6) The miRNA is hsa-miR-5581-3p with sequence UUCCAUGCCUCCUAGAAGUUCC. The protein sequence of the target gene is MTILGTTFGMVFSLLQVVSGESGYAQNGDLEDAELDDYSFSCYSQLEVNGSQHSLTCAFEDPDVNITNLEFEICGALVEVKCLNFRKLQEIYFIETKKFLLIGKSNICVKVGEKSLTCKKIDLTTIVKPEAPFDLSVVYREGANDFVVTFNTSHLQKKYVKVLMHDVAYRQEKDENKWTHVNLSSTKLTLLQRKLQPAAMYEIKVRSIPDHYFKGFWSEWSPSYYFRTPEINNSSGEMDPILLTISILSFFSVALLVILACVLWKKRIKPIVWPSLPDHKKTLEHLCKKPRKNLNVSFNP.... Result: 0 (no interaction).